Dataset: CYP3A4 inhibition data for predicting drug metabolism from PubChem BioAssay. Task: Regression/Classification. Given a drug SMILES string, predict its absorption, distribution, metabolism, or excretion properties. Task type varies by dataset: regression for continuous measurements (e.g., permeability, clearance, half-life) or binary classification for categorical outcomes (e.g., BBB penetration, CYP inhibition). Dataset: cyp3a4_veith. (1) The drug is CCC(=S)/C=C1\Sc2ccc3ccccc3c2N1CCCS(=O)(=O)[O-].[Na+]. The result is 0 (non-inhibitor). (2) The molecule is COc1ccc(NC(=O)N2CC3(CCN(C(=O)c4csnn4)CC3)C2)cc1. The result is 0 (non-inhibitor). (3) The molecule is CCCCNC(=O)NS(=O)(=O)c1ccc(C)cc1. The result is 0 (non-inhibitor). (4) The result is 0 (non-inhibitor). The compound is COC(=O)c1nn(-c2ccccc2)c(=O)cc1Oc1ccccc1. (5) The compound is C/C(=C\c1ccc(Cl)cc1)C(C)(C)C(=O)O. The result is 0 (non-inhibitor). (6) The compound is CCOC(=O)NNC1CC(=O)N(c2ccc(OC)cc2)C1=O. The result is 0 (non-inhibitor). (7) The drug is CC(C)[C@H](O)C1=CCCCC1=O. The result is 0 (non-inhibitor). (8) The drug is O=C(c1ccco1)N1CCC2(CC1)CN(c1cccc(-c3ccccc3)c1)C2. The result is 0 (non-inhibitor).